Dataset: Reaction yield outcomes from USPTO patents with 853,638 reactions. Task: Predict the reaction yield, written as a fraction of the theoretical maximum amount of product (1.0 means a 100% yield; for example, 0.34 means a 34% yield). (1) The reactants are [NH2:1][C@@H:2]1[CH:7]2[CH2:8][CH2:9][N:4]([CH2:5][CH2:6]2)[C@H:3]1[CH2:10][C:11]1[CH:12]=[N:13][CH:14]=[CH:15][CH:16]=1.C(O)C.[C:20]1([CH3:47])[CH:25]=[CH:24][C:23]([C:26]([C@:28]([C:44]([OH:46])=[O:45])([OH:43])[C@:29]([C:34]([C:36]2[CH:41]=[CH:40][C:39]([CH3:42])=[CH:38][CH:37]=2)=[O:35])([OH:33])[C:30]([OH:32])=[O:31])=[O:27])=[CH:22][CH:21]=1. The catalyst is C(O)C.O. The product is [C:20]1([CH3:47])[CH:25]=[CH:24][C:23]([C:26]([C@:28]([C:44]([OH:46])=[O:45])([OH:43])[C@:29]([C:34]([C:36]2[CH:37]=[CH:38][C:39]([CH3:42])=[CH:40][CH:41]=2)=[O:35])([OH:33])[C:30]([OH:32])=[O:31])=[O:27])=[CH:22][CH:21]=1.[NH2:1][C@@H:2]1[CH:7]2[CH2:6][CH2:5][N:4]([CH2:9][CH2:8]2)[C@H:3]1[CH2:10][C:11]1[CH:12]=[N:13][CH:14]=[CH:15][CH:16]=1. The yield is 0.581. (2) The reactants are Br[C:2]1[CH2:7][CH2:6][CH2:5][C:4](=[O:8])[CH:3]=1.[CH3:9][N:10]1[CH:14]=[C:13](B2OC(C)(C)C(C)(C)O2)[CH:12]=[N:11]1.[F-].[K+]. The catalyst is [Pd].C1COCC1. The product is [CH3:9][N:10]1[CH:14]=[C:13]([C:2]2[CH2:7][CH2:6][CH2:5][C:4](=[O:8])[CH:3]=2)[CH:12]=[N:11]1. The yield is 0.290.